Dataset: Reaction yield outcomes from USPTO patents with 853,638 reactions. Task: Predict the reaction yield, written as a fraction of the theoretical maximum amount of product (1.0 means a 100% yield; for example, 0.34 means a 34% yield). (1) The reactants are [H-].[Na+].[I-].[CH3:4][S+](C)(C)=O.[O:9]1[C:11]2([CH2:16][CH2:15][N:14]([C:17]3[CH:22]=[CH:21][C:20]([N:23]4[CH2:27][C@@H:26]([CH2:28][NH:29][C:30](=[O:32])[CH3:31])[O:25][C:24]4=[O:33])=[CH:19][C:18]=3[F:34])[CH2:13][CH2:12]2)[CH2:10]1. The catalyst is CS(C)=O. The product is [O:9]1[C:11]2([CH2:16][CH2:15][N:14]([C:17]3[CH:22]=[CH:21][C:20]([N:23]4[CH2:27][C@H:26]([CH2:28][NH:29][C:30](=[O:32])[CH3:31])[O:25][C:24]4=[O:33])=[CH:19][C:18]=3[F:34])[CH2:13][CH2:12]2)[CH2:10][CH2:4]1. The yield is 0.200. (2) The reactants are [Br:1][C:2]1[C:3]2[C:4]3[CH2:25][CH2:24][N:23](C(OC(C)(C)C)=O)[CH2:22][CH2:21][C:5]=3[N:6]([CH2:11][C:12]([NH:14][C:15]3[S:16][CH:17]=[C:18]([CH3:20])[N:19]=3)=[O:13])[C:7]=2[CH:8]=[CH:9][CH:10]=1.C(C(O)=O)(F)(F)F. The catalyst is C(Cl)Cl. The product is [Br:1][C:2]1[C:3]2[C:4]3[CH2:25][CH2:24][NH:23][CH2:22][CH2:21][C:5]=3[N:6]([CH2:11][C:12]([NH:14][C:15]3[S:16][CH:17]=[C:18]([CH3:20])[N:19]=3)=[O:13])[C:7]=2[CH:8]=[CH:9][CH:10]=1. The yield is 0.280.